From a dataset of NCI-60 drug combinations with 297,098 pairs across 59 cell lines. Regression. Given two drug SMILES strings and cell line genomic features, predict the synergy score measuring deviation from expected non-interaction effect. Drug 1: CC1OCC2C(O1)C(C(C(O2)OC3C4COC(=O)C4C(C5=CC6=C(C=C35)OCO6)C7=CC(=C(C(=C7)OC)O)OC)O)O. Drug 2: CCC(=C(C1=CC=CC=C1)C2=CC=C(C=C2)OCCN(C)C)C3=CC=CC=C3.C(C(=O)O)C(CC(=O)O)(C(=O)O)O. Cell line: A549. Synergy scores: CSS=37.8, Synergy_ZIP=-0.616, Synergy_Bliss=-1.17, Synergy_Loewe=-10.3, Synergy_HSA=0.210.